Regression/Classification. Given a drug SMILES string, predict its toxicity properties. Task type varies by dataset: regression for continuous values (e.g., LD50, hERG inhibition percentage) or binary classification for toxic/non-toxic outcomes (e.g., AMES mutagenicity, cardiotoxicity, hepatotoxicity). Dataset: herg_karim. From a dataset of hERG potassium channel inhibition data for cardiac toxicity prediction from Karim et al.. (1) The drug is N#CC1(NC(=O)[C@@H]2CCCC[C@H]2C(=O)N2CCN(c3nc4ccncc4s3)CC2)CC1. The result is 0 (non-blocker). (2) The compound is Cc1ccc(Nc2c(-c3ccc(F)cc3)nc3n2CCN(C(=O)C(C)(C)N)C3)cc1. The result is 1 (blocker). (3) The molecule is C[C@@H]1CCCN1CCc1ccc(-c2ccc(S(N)(=O)=O)cc2)cc1. The result is 1 (blocker). (4) The compound is CC#CCn1c(N2CCC[C@@H](N)C2)nc2c1c(=O)n(CC(=O)c1ccccc1OCC(=O)NC)c(=O)n2C. The result is 1 (blocker). (5) The drug is CC(C(=O)NS(C)(=O)=O)c1ccc(OS(=O)(=O)C(F)(F)F)cc1. The result is 0 (non-blocker). (6) The molecule is COC(=O)C1=C(CN2CCOC[C@H]2C(=O)O)NC(c2nccs2)=N[C@H]1c1ccc(F)cc1Cl. The result is 0 (non-blocker).